The task is: Predict the reaction yield, written as a fraction of the theoretical maximum amount of product (1.0 means a 100% yield; for example, 0.34 means a 34% yield).. This data is from Reaction yield outcomes from USPTO patents with 853,638 reactions. The reactants are [CH3:1][CH2:2][C:3]1[C:4]([CH3:40])=[C:5]2[NH:22][C:21]=1[CH:20]=[C:19]1[C:23]([CH3:28])=[C:24]3[C:25]([CH2:27][C:16]([C:17]3=[N:18]1)=[C:15]1[C@@H:29]([CH2:32][CH2:33][C:34]([OH:36])=[O:35])[C@H:30]([CH3:31])[C:13]([NH:14]1)=[CH:12][C:10]1=[N:11][C:7]([C:8]([CH:38]=[CH2:39])=[C:9]1[CH3:37])=[CH:6]2)=[O:26].C(N(CC)CC)C.F[P-](F)(F)(F)(F)F.N1(O[P+](N(C)C)(N(C)C)N(C)C)C2C=CC=CC=2N=N1. The catalyst is ClCCl. The product is [CH3:1][CH2:2][C:3]1[C:21]2=[N:22][C:5](=[CH:6][C:7]3[NH:11][C:10]([CH:12]=[C:13]4[C@@H:30]([CH3:31])[C@H:29]([CH2:32][CH2:33][C:34]([OH:36])=[O:35])[C:15]([C:16]5[CH2:27][C:25](=[O:26])[C:24]6[C:17]=5[NH:18][C:19]([C:23]=6[CH3:28])=[CH:20]2)=[N:14]4)=[C:9]([CH3:37])[C:8]=3[CH:38]=[CH2:39])[C:4]=1[CH3:40]. The yield is 0.900.